From a dataset of NCI-60 drug combinations with 297,098 pairs across 59 cell lines. Regression. Given two drug SMILES strings and cell line genomic features, predict the synergy score measuring deviation from expected non-interaction effect. (1) Drug 1: CC1C(C(CC(O1)OC2CC(CC3=C2C(=C4C(=C3O)C(=O)C5=C(C4=O)C(=CC=C5)OC)O)(C(=O)CO)O)N)O.Cl. Cell line: K-562. Drug 2: CS(=O)(=O)OCCCCOS(=O)(=O)C. Synergy scores: CSS=9.82, Synergy_ZIP=0.560, Synergy_Bliss=3.31, Synergy_Loewe=6.22, Synergy_HSA=6.61. (2) Drug 1: C1CC(=O)NC(=O)C1N2CC3=C(C2=O)C=CC=C3N. Drug 2: C1=NNC2=C1C(=O)NC=N2. Cell line: RXF 393. Synergy scores: CSS=1.44, Synergy_ZIP=-1.98, Synergy_Bliss=-2.42, Synergy_Loewe=-0.604, Synergy_HSA=-0.817. (3) Drug 1: C1C(C(OC1N2C=NC3=C(N=C(N=C32)Cl)N)CO)O. Drug 2: C1CN(P(=O)(OC1)NCCCl)CCCl. Cell line: SN12C. Synergy scores: CSS=32.8, Synergy_ZIP=0.351, Synergy_Bliss=1.02, Synergy_Loewe=-42.6, Synergy_HSA=-4.83. (4) Drug 1: C1CCN(CC1)CCOC2=CC=C(C=C2)C(=O)C3=C(SC4=C3C=CC(=C4)O)C5=CC=C(C=C5)O. Drug 2: N.N.Cl[Pt+2]Cl. Cell line: SW-620. Synergy scores: CSS=-3.56, Synergy_ZIP=5.54, Synergy_Bliss=9.79, Synergy_Loewe=-2.23, Synergy_HSA=1.32.